This data is from Forward reaction prediction with 1.9M reactions from USPTO patents (1976-2016). The task is: Predict the product of the given reaction. (1) Given the reactants [CH:1]1([N:4]2[C:13]3[C:8](=[CH:9][C:10]([F:18])=[C:11](F)[C:12]=3[CH:14]([F:16])[F:15])[C:7](=[O:19])[NH:6][C:5]2=[O:20])[CH2:3][CH2:2]1.[C:21]([O:25][C:26](=[O:35])[NH:27][C@H:28]([C@@H:30]1[CH2:34][CH2:33][NH:32][CH2:31]1)[CH3:29])([CH3:24])([CH3:23])[CH3:22].C(N(CC)CC)C.CS(C)=O, predict the reaction product. The product is: [C:21]([O:25][C:26](=[O:35])[NH:27][C@H:28]([C@@H:30]1[CH2:34][CH2:33][N:32]([C:11]2[C:12]([CH:14]([F:16])[F:15])=[C:13]3[C:8]([C:7](=[O:19])[NH:6][C:5](=[O:20])[N:4]3[CH:1]3[CH2:3][CH2:2]3)=[CH:9][C:10]=2[F:18])[CH2:31]1)[CH3:29])([CH3:22])([CH3:23])[CH3:24]. (2) Given the reactants [N:1]1([CH2:6][CH2:7][N:8]2[C:16]3[C:11](=[CH:12][C:13]([NH2:17])=[CH:14][CH:15]=3)[CH:10]=[N:9]2)[CH2:5][CH2:4][CH2:3][CH2:2]1.[C:18]1([C:29]2[CH:34]=[CH:33][CH:32]=[CH:31][CH:30]=2)[CH:23]=[CH:22][C:21]([CH:24]=[CH:25][C:26](O)=[O:27])=[CH:20][CH:19]=1, predict the reaction product. The product is: [C:18]1([C:29]2[CH:30]=[CH:31][CH:32]=[CH:33][CH:34]=2)[CH:19]=[CH:20][C:21](/[CH:24]=[CH:25]/[C:26]([NH:17][C:13]2[CH:12]=[C:11]3[C:16](=[CH:15][CH:14]=2)[N:8]([CH2:7][CH2:6][N:1]2[CH2:5][CH2:4][CH2:3][CH2:2]2)[N:9]=[CH:10]3)=[O:27])=[CH:22][CH:23]=1. (3) Given the reactants [C:1]([N:8]1[CH2:13][CH2:12][N:11]([C:14]([NH:16][C:17]2[CH:26]=[CH:25][CH:24]=[CH:23][C:18]=2[C:19]([O:21]C)=[O:20])=[O:15])[CH2:10][CH2:9]1)([O:3][C:4]([CH3:7])([CH3:6])[CH3:5])=[O:2].[OH-].[Na+], predict the reaction product. The product is: [C:1]([N:8]1[CH2:13][CH2:12][N:11]([C:14]([NH:16][C:17]2[CH:26]=[CH:25][CH:24]=[CH:23][C:18]=2[C:19]([OH:21])=[O:20])=[O:15])[CH2:10][CH2:9]1)([O:3][C:4]([CH3:7])([CH3:6])[CH3:5])=[O:2].